Dataset: Peptide-MHC class I binding affinity with 185,985 pairs from IEDB/IMGT. Task: Regression. Given a peptide amino acid sequence and an MHC pseudo amino acid sequence, predict their binding affinity value. This is MHC class I binding data. The peptide sequence is STSRSYMSF. The MHC is HLA-B08:01 with pseudo-sequence HLA-B08:01. The binding affinity (normalized) is 0.0847.